Task: Predict the reactants needed to synthesize the given product.. Dataset: Full USPTO retrosynthesis dataset with 1.9M reactions from patents (1976-2016) (1) Given the product [CH:17]1([C:20]2[N:24]([C:25]([O:27][C:28]([CH3:31])([CH3:30])[CH3:29])=[O:26])[C:23]3[CH:32]=[C:33]([C:38]4[C:39]([CH3:44])=[N:40][O:41][C:42]=4[CH3:43])[CH:34]=[C:35]([CH:36]([CH:4]4[CH2:3][C:2]([CH3:8])([CH3:1])[O:6][C:5]4=[O:7])[OH:37])[C:22]=3[N:21]=2)[CH2:18][CH2:19]1, predict the reactants needed to synthesize it. The reactants are: [CH3:1][C:2]1([CH3:8])[O:6][C:5](=[O:7])[CH2:4][CH2:3]1.[Li+].CC([N-]C(C)C)C.[CH:17]1([C:20]2[N:24]([C:25]([O:27][C:28]([CH3:31])([CH3:30])[CH3:29])=[O:26])[C:23]3[CH:32]=[C:33]([C:38]4[C:39]([CH3:44])=[N:40][O:41][C:42]=4[CH3:43])[CH:34]=[C:35]([CH:36]=[O:37])[C:22]=3[N:21]=2)[CH2:19][CH2:18]1. (2) The reactants are: [CH3:1][C:2]1[CH:3]=[C:4]([C:8]2[N:9]=[C:10]([C:20]3[CH:25]=[CH:24][C:23]([S:26][CH3:27])=[CH:22][CH:21]=3)[S:11][C:12]=2[C:13]2[CH:18]=[CH:17][N:16]=[C:15]([CH3:19])[CH:14]=2)[CH:5]=[CH:6][CH:7]=1.S(OOS([O-])(=O)=O)([O-])(=O)=[O:29].[K+].[K+].C(=O)([O-])O.[Na+]. Given the product [CH3:1][C:2]1[CH:3]=[C:4]([C:8]2[N:9]=[C:10]([C:20]3[CH:25]=[CH:24][C:23]([S:26]([CH3:27])=[O:29])=[CH:22][CH:21]=3)[S:11][C:12]=2[C:13]2[CH:18]=[CH:17][N:16]=[C:15]([CH3:19])[CH:14]=2)[CH:5]=[CH:6][CH:7]=1, predict the reactants needed to synthesize it. (3) Given the product [ClH:1].[ClH:1].[Cl:22][C:7]1[C:8]([NH:12][C:13](=[O:21])[CH2:14][CH:15]2[CH2:20][CH2:19][CH2:18][CH2:17][CH2:16]2)=[C:9]2[C:4](=[CH:5][CH:6]=1)[N:3]=[C:2]([N:29]1[CH2:34][CH2:33][NH:32][CH2:31][CH2:30]1)[CH:11]=[CH:10]2, predict the reactants needed to synthesize it. The reactants are: [Cl:1][C:2]1[CH:11]=[CH:10][C:9]2[C:4](=[CH:5][CH:6]=[C:7]([Cl:22])[C:8]=2[NH:12][C:13](=[O:21])[CH2:14][CH:15]2[CH2:20][CH2:19][CH2:18][CH2:17][CH2:16]2)[N:3]=1.C(=O)([O-])[O-].[K+].[K+].[NH:29]1[CH2:34][CH2:33][NH:32][CH2:31][CH2:30]1.O.